Dataset: Catalyst prediction with 721,799 reactions and 888 catalyst types from USPTO. Task: Predict which catalyst facilitates the given reaction. Reactant: [CH:1](=O)[CH2:2][CH2:3][CH2:4][CH2:5][CH2:6][CH3:7].[C:9](O)(=O)[CH3:10].N[C:14]1[CH:19]=[CH:18][C:17]([S:20][C:21]2[CH:26]=[CH:25][C:24]([CH2:27][C:28]([O:30][CH2:31][CH3:32])=[O:29])=[CH:23][CH:22]=2)=[CH:16][CH:15]=1.[C:33]([BH3-])#[N:34].[Na+]. Product: [CH2:1]([N:34]([CH2:33][CH2:1][CH2:2][CH2:3][CH2:4][CH2:9][CH3:10])[C:14]1[CH:19]=[CH:18][C:17]([S:20][C:21]2[CH:26]=[CH:25][C:24]([CH2:27][C:28]([O:30][CH2:31][CH3:32])=[O:29])=[CH:23][CH:22]=2)=[CH:16][CH:15]=1)[CH2:2][CH2:3][CH2:4][CH2:5][CH2:6][CH3:7]. The catalyst class is: 3.